This data is from Forward reaction prediction with 1.9M reactions from USPTO patents (1976-2016). The task is: Predict the product of the given reaction. (1) Given the reactants [NH2:1][CH2:2][C:3]1[C:12]2[C:7](=[CH:8][CH:9]=[CH:10][CH:11]=2)[C:6](=[O:13])[N:5]([NH:14][C:15](=[O:24])[CH2:16][C:17]2[CH:22]=[CH:21][C:20]([Cl:23])=[CH:19][CH:18]=2)[N:4]=1.[F:25][C:26]([F:39])([F:38])[S:27](O[S:27]([C:26]([F:39])([F:38])[F:25])(=[O:29])=[O:28])(=[O:29])=[O:28], predict the reaction product. The product is: [Cl:23][C:20]1[CH:19]=[CH:18][C:17]([CH2:16][C:15]([NH:14][N:5]2[N:4]=[C:3]([CH2:2][NH:1][S:27]([C:26]([F:39])([F:38])[F:25])(=[O:29])=[O:28])[C:12]3[C:7](=[CH:8][CH:9]=[CH:10][CH:11]=3)[C:6]2=[O:13])=[O:24])=[CH:22][CH:21]=1. (2) Given the reactants Cl[C:2]1[N:7]=[CH:6][CH:5]=[CH:4][N:3]=1.[C:8]1(B(O)O)[CH:13]=[CH:12][CH:11]=[CH:10][CH:9]=1.C([O-])([O-])=O.[Na+].[Na+].C1C=CC(P(C2C=CC=CC=2)CCCCP(C2C=CC=CC=2)C2C=CC=CC=2)=CC=1, predict the reaction product. The product is: [C:8]1([C:2]2[N:7]=[CH:6][CH:5]=[CH:4][N:3]=2)[CH:13]=[CH:12][CH:11]=[CH:10][CH:9]=1. (3) Given the reactants Br[C:2]1[S:3][CH:4]=[CH:5][C:6]=1[C:7]1[CH:12]=[CH:11][C:10]([CH2:13][CH2:14][CH2:15][CH2:16][CH2:17][CH2:18][CH2:19][CH3:20])=[CH:9][CH:8]=1.C([C:25]1(C)[C:30](O)=[C:29]([C:32]([CH3:35])(C)C)[CH:28]=[CH:27][CH2:26]1)(C)(C)C.C(=O)([O-])[O-].[Na+].[Na+].C(Cl)Cl.O.[CH3:47][C:48]([N:50]([CH3:52])C)=O, predict the reaction product. The product is: [CH2:13]([C:10]1[CH:11]=[CH:12][C:7]([C:6]2[CH:5]=[CH:4][S:3][C:2]=2[CH:35]=[CH:32][C:29]2[CH:30]=[CH:25][C:26]([N:50]([C:48]3[CH:47]=[CH:12][CH:11]=[CH:10][CH:9]=3)[C:52]3[CH:8]=[CH:7][CH:6]=[CH:5][CH:4]=3)=[CH:27][CH:28]=2)=[CH:8][CH:9]=1)[CH2:14][CH2:15][CH2:16][CH2:17][CH2:18][CH2:19][CH3:20]. (4) The product is: [NH:1]1[C:5]2=[N:6][CH:7]=[C:8]([O:10][C:11]3[CH:46]=[C:45]([N:47]4[CH2:48][CH2:49][N:50]([CH2:53][C:54]5[CH2:59][CH2:58][C:57]([CH3:60])([CH3:61])[CH2:56][C:55]=5[C:62]5[CH:67]=[CH:66][C:65]([Cl:68])=[CH:64][CH:63]=5)[CH2:51][CH2:52]4)[CH:44]=[CH:43][C:12]=3[C:13]([NH:15][S:16]([C:19]3[CH:24]=[CH:23][C:22]([O:25][CH2:26][CH:27]4[CH2:39][CH2:38][C:30]([CH2:31][OH:32])([CH2:35][OH:34])[CH2:29][CH2:28]4)=[C:21]([N+:40]([O-:42])=[O:41])[CH:20]=3)(=[O:18])=[O:17])=[O:14])[CH:9]=[C:4]2[CH:3]=[CH:2]1. Given the reactants [NH:1]1[C:5]2=[N:6][CH:7]=[C:8]([O:10][C:11]3[CH:46]=[C:45]([N:47]4[CH2:52][CH2:51][N:50]([CH2:53][C:54]5[CH2:59][CH2:58][C:57]([CH3:61])([CH3:60])[CH2:56][C:55]=5[C:62]5[CH:67]=[CH:66][C:65]([Cl:68])=[CH:64][CH:63]=5)[CH2:49][CH2:48]4)[CH:44]=[CH:43][C:12]=3[C:13]([NH:15][S:16]([C:19]3[CH:24]=[CH:23][C:22]([O:25][CH2:26][CH:27]4[CH2:39][CH2:38][C:30]5([CH2:35][O:34]C(C)(C)[O:32][CH2:31]5)[CH2:29][CH2:28]4)=[C:21]([N+:40]([O-:42])=[O:41])[CH:20]=3)(=[O:18])=[O:17])=[O:14])[CH:9]=[C:4]2[CH:3]=[CH:2]1.O.C1(C)C=CC(S(O)(=O)=O)=CC=1.C(N(CC)CC)C, predict the reaction product. (5) Given the reactants [F:1][C:2]1[CH:3]=[C:4]([NH:8][C:9]2[C:10]3[S:23](=[O:24])[CH2:22][CH2:21][C:11]=3[N:12]=[C:13]([N:15]3[CH2:20][CH2:19][NH:18][CH2:17][CH2:16]3)[N:14]=2)[CH:5]=[CH:6][CH:7]=1.Br[C:26]1[CH:33]=[CH:32][C:29]([C:30]#[N:31])=[CH:28][CH:27]=1.CC1(C)C2C(=C(P(C3C=CC=CC=3)C3C=CC=CC=3)C=CC=2)OC2C(P(C3C=CC=CC=3)C3C=CC=CC=3)=CC=CC1=2.C(=O)([O-])[O-].[Cs+].[Cs+], predict the reaction product. The product is: [F:1][C:2]1[CH:3]=[C:4]([NH:8][C:9]2[C:10]3[S:23](=[O:24])[CH2:22][CH2:21][C:11]=3[N:12]=[C:13]([N:15]3[CH2:20][CH2:19][N:18]([C:26]4[CH:33]=[CH:32][C:29]([C:30]#[N:31])=[CH:28][CH:27]=4)[CH2:17][CH2:16]3)[N:14]=2)[CH:5]=[CH:6][CH:7]=1. (6) Given the reactants C(OC([N:8]1[C:16]2[C:11](=[CH:12][CH:13]=[CH:14][CH:15]=2)[CH:10]=[C:9]1[C:17]1[N:22]=[C:21]([NH:23][C:24]2[CH:32]=[CH:31][C:27]([C:28](O)=[O:29])=[CH:26][C:25]=2[O:33][CH3:34])[CH:20]=[N:19][CH:18]=1)=O)(C)(C)C.[N:35]1([CH2:41][CH2:42][OH:43])[CH2:40][CH2:39][NH:38][CH2:37][CH2:36]1.CN(C(ON1N=NC2C=CC=CC1=2)=[N+](C)C)C.[B-](F)(F)(F)F, predict the reaction product. The product is: [NH:8]1[C:16]2[C:11](=[CH:12][CH:13]=[CH:14][CH:15]=2)[CH:10]=[C:9]1[C:17]1[N:22]=[C:21]([NH:23][C:24]2[CH:32]=[CH:31][C:27]([C:28]([N:38]3[CH2:39][CH2:40][N:35]([CH2:41][CH2:42][OH:43])[CH2:36][CH2:37]3)=[O:29])=[CH:26][C:25]=2[O:33][CH3:34])[CH:20]=[N:19][CH:18]=1. (7) The product is: [F:21][C:5]1[C:6]([OH:13])=[CH:7][CH:8]=[C:9]2[C:4]=1[CH:3]=[CH:1][NH:10]2.[F:39][C:28]1[CH:27]=[C:26]2[C:25]([CH:24]=[CH:22][NH:40]2)=[CH:30][C:29]=1[OH:31]. Given the reactants [C:1]([CH2:3][C:4]1[C:5]([F:21])=[C:6]([O:13]CC2C=CC=CC=2)[CH:7]=[CH:8][C:9]=1[N+:10]([O-])=O)#N.[C:22]([CH2:24][C:25]1[C:26]([N+:40]([O-])=O)=[CH:27][C:28]([F:39])=[C:29]([O:31]CC2C=CC=CC=2)[CH:30]=1)#N.[H][H], predict the reaction product.